From a dataset of Full USPTO retrosynthesis dataset with 1.9M reactions from patents (1976-2016). Predict the reactants needed to synthesize the given product. (1) Given the product [CH3:25][C:5]1[CH:4]=[CH:3][C:2]([NH:1][C:36](=[O:37])[C:35]2[CH:34]=[CH:33][C:32]([N:29]3[CH2:30][CH2:31][O:26][CH2:27][CH2:28]3)=[CH:40][CH:39]=2)=[CH:24][C:6]=1[NH:7][C:8]1[CH:13]=[C:12]([C:14]([F:16])([F:17])[F:15])[N:11]=[C:10]([C:18]2[CH:23]=[CH:22][N:21]=[CH:20][CH:19]=2)[N:9]=1, predict the reactants needed to synthesize it. The reactants are: [NH2:1][C:2]1[CH:3]=[CH:4][C:5]([CH3:25])=[C:6]([CH:24]=1)[NH:7][C:8]1[CH:13]=[C:12]([C:14]([F:17])([F:16])[F:15])[N:11]=[C:10]([C:18]2[CH:23]=[CH:22][N:21]=[CH:20][CH:19]=2)[N:9]=1.[O:26]1[CH2:31][CH2:30][N:29]([C:32]2[CH:40]=[CH:39][C:35]([C:36](O)=[O:37])=[CH:34][CH:33]=2)[CH2:28][CH2:27]1. (2) Given the product [Cl:1][C:2]1[N:11]=[CH:10][C:9]2[N:8]([C:22]3[CH:21]=[N:20][CH:25]=[CH:24][CH:23]=3)[C:7](=[O:12])[C@@H:6]([CH3:13])[N:5]([CH:14]3[CH2:15][CH2:16][CH2:17][CH2:18][CH2:19]3)[C:4]=2[N:3]=1, predict the reactants needed to synthesize it. The reactants are: [Cl:1][C:2]1[N:11]=[CH:10][C:9]2[NH:8][C:7](=[O:12])[C@@H:6]([CH3:13])[N:5]([CH:14]3[CH2:19][CH2:18][CH2:17][CH2:16][CH2:15]3)[C:4]=2[N:3]=1.[N:20]1[CH:25]=[CH:24][CH:23]=[C:22](B(O)O)[CH:21]=1.